This data is from Forward reaction prediction with 1.9M reactions from USPTO patents (1976-2016). The task is: Predict the product of the given reaction. (1) The product is: [Cl:17][C:3]1[C:2]([C:20]2[C:19]([Cl:18])=[CH:24][N:23]=[C:22]([F:25])[CH:21]=2)=[N:7][C:6]([NH:8][CH2:9][CH:10]2[CH2:15][CH2:14][O:13][CH2:12][CH2:11]2)=[C:5]([Cl:16])[CH:4]=1. Given the reactants Br[C:2]1[N:7]=[C:6]([NH:8][CH2:9][CH:10]2[CH2:15][CH2:14][O:13][CH2:12][CH2:11]2)[C:5]([Cl:16])=[CH:4][C:3]=1[Cl:17].[Cl:18][C:19]1[C:20](B(O)O)=[CH:21][C:22]([F:25])=[N:23][CH:24]=1.C(Cl)Cl.C([O-])([O-])=O.[Na+].[Na+], predict the reaction product. (2) Given the reactants [C@H:1]12[CH2:7][C@H:4]([NH:5][CH2:6]1)[CH2:3][N:2]2[C:8]([O:10][C:11]([CH3:14])([CH3:13])[CH3:12])=[O:9].[CH2:15]([O:22][C:23]1[CH:24]=[N:25][CH:26]=[C:27](Br)[CH:28]=1)[C:16]1[CH:21]=[CH:20][CH:19]=[CH:18][CH:17]=1, predict the reaction product. The product is: [CH2:15]([O:22][C:23]1[CH:28]=[C:27]([N:5]2[CH2:6][C@@H:1]3[CH2:7][C@H:4]2[CH2:3][N:2]3[C:8]([O:10][C:11]([CH3:14])([CH3:13])[CH3:12])=[O:9])[CH:26]=[N:25][CH:24]=1)[C:16]1[CH:17]=[CH:18][CH:19]=[CH:20][CH:21]=1. (3) Given the reactants [F:1][C:2]1([F:50])[CH2:16][CH2:15][CH2:14][CH2:13][CH2:12][C@H:11]([NH:17][C:18]([C:20]2[CH:24]=[C:23]([CH3:25])[O:22][N:21]=2)=[O:19])[C:10](=[O:26])[N:9]2[CH2:27][C@H:28]([O:30][C:31]3[N:32]=[C:33]4[C:38](=[C:39]5[C:44]=3[CH:43]=[CH:42][CH:41]=[CH:40]5)[CH:37]=[CH:36][CH:35]=[CH:34]4)[CH2:29][C@H:8]2[C:7](=[O:45])[NH:6][C@:5]2([C:47](O)=[O:48])[CH2:46][C@H:4]2[CH2:3]1.[N:51]1(C(N2C=CN=C2)=O)C=CN=C1.C[S:64]([CH:67]1[CH2:69][CH2:68]1)(=[O:66])=[O:65], predict the reaction product. The product is: [CH:67]1([S:64]([NH:51][C:47]([C@@:5]23[CH2:46][C@H:4]2[CH2:3][C:2]([F:50])([F:1])[CH2:16][CH2:15][CH2:14][CH2:13][CH2:12][C@H:11]([NH:17][C:18]([C:20]2[CH:24]=[C:23]([CH3:25])[O:22][N:21]=2)=[O:19])[C:10](=[O:26])[N:9]2[CH2:27][C@H:28]([O:30][C:31]4[N:32]=[C:33]5[C:38](=[C:39]6[C:44]=4[CH:43]=[CH:42][CH:41]=[CH:40]6)[CH:37]=[CH:36][CH:35]=[CH:34]5)[CH2:29][C@H:8]2[C:7](=[O:45])[NH:6]3)=[O:48])(=[O:66])=[O:65])[CH2:69][CH2:68]1. (4) Given the reactants [NH:1]1[CH2:6][CH2:5][CH2:4][CH2:3][CH2:2]1.[F:7][C:8]1[CH:9]=[C:10]([N+:15]([O-:17])=[O:16])[CH:11]=[CH:12][C:13]=1F.C(N(C(C)C)CC)(C)C, predict the reaction product. The product is: [F:7][C:8]1[CH:9]=[C:10]([N+:15]([O-:17])=[O:16])[CH:11]=[CH:12][C:13]=1[N:1]1[CH2:6][CH2:5][CH2:4][CH2:3][CH2:2]1.